Dataset: Forward reaction prediction with 1.9M reactions from USPTO patents (1976-2016). Task: Predict the product of the given reaction. Given the reactants CNCC[N:5]1[C:13](=[O:14])[C:12]2[C:7](=[CH:8][CH:9]=[CH:10][CH:11]=2)[C:6]1=[O:15].C(=O)C1C=CC=NC=1.[Na].C(O)(=O)C, predict the reaction product. The product is: [C:6]1(=[O:15])[C:7]2[C:12](=[CH:11][CH:10]=[CH:9][CH:8]=2)[C:13](=[O:14])[NH:5]1.